Predict the reactants needed to synthesize the given product. From a dataset of Full USPTO retrosynthesis dataset with 1.9M reactions from patents (1976-2016). (1) Given the product [Cl:16][C:17]1[N:18]=[N:19][C:20]([CH:2]([C:3]([O:5][CH2:6][CH3:7])=[O:4])[C:1]([O:9][C:10]([CH3:12])([CH3:11])[CH3:13])=[O:8])=[CH:21][CH:22]=1, predict the reactants needed to synthesize it. The reactants are: [C:1]([O:9][C:10]([CH3:13])([CH3:12])[CH3:11])(=[O:8])[CH2:2][C:3]([O:5][CH2:6][CH3:7])=[O:4].[H-].[Na+].[Cl:16][C:17]1[N:18]=[N:19][C:20](Cl)=[CH:21][CH:22]=1. (2) Given the product [CH2:23]([N:5]1[CH:6]=[CH:2][C:3](=[O:32])[NH:4]1)[CH2:24][CH3:25], predict the reactants needed to synthesize it. The reactants are: Cl[C:2]1[C:3](=[O:32])[N:4](C2C=CC=CC=2)[N:5]([CH2:23][CH2:24][CH3:25])[C:6]=1CN1CCN(C2C=C(Cl)C=CC=2OC)CC1.BrCC1N(CCC)N(C2C=CC=CC=2)C(=O)C=1Cl.ClC1C=CC(OC)=C(N2CCNCC2)C=1.C([O-])([O-])=O.[K+].[K+]. (3) Given the product [C:1]([O:5][C:6]([N:8]1[CH2:13][CH2:12][C:11](=[C:14]([Cl:18])[CH:15]([OH:17])[CH3:16])[CH2:10][CH2:9]1)=[O:7])([CH3:3])([CH3:2])[CH3:4], predict the reactants needed to synthesize it. The reactants are: [C:1]([O:5][C:6]([N:8]1[CH2:13][CH2:12][C:11](=[C:14]([Cl:18])[C:15](=[O:17])[CH3:16])[CH2:10][CH2:9]1)=[O:7])([CH3:4])([CH3:3])[CH3:2].[BH4-].[Na+]. (4) The reactants are: [F:1][C:2]1[CH:3]=[C:4]([CH2:15][NH2:16])[CH:5]=[CH:6][C:7]=1[C:8]1[CH:13]=[CH:12][N:11]=[C:10]([CH3:14])[CH:9]=1.[N:17]1[CH:22]=[C:21]([C:23]2[CH:31]=[CH:30][C:26]([C:27](O)=[O:28])=[CH:25][CH:24]=2)[CH:20]=[N:19][CH:18]=1.CN(C(ON1N=NC2C=CC=NC1=2)=[N+](C)C)C.F[P-](F)(F)(F)(F)F.C(N(CC)C(C)C)(C)C. Given the product [F:1][C:2]1[CH:3]=[C:4]([CH:5]=[CH:6][C:7]=1[C:8]1[CH:13]=[CH:12][N:11]=[C:10]([CH3:14])[CH:9]=1)[CH2:15][NH:16][C:27](=[O:28])[C:26]1[CH:25]=[CH:24][C:23]([C:21]2[CH:20]=[N:19][CH:18]=[N:17][CH:22]=2)=[CH:31][CH:30]=1, predict the reactants needed to synthesize it. (5) Given the product [Cl:3][C:4]1[CH:5]=[C:6]([CH:25]([CH2:33][C:32]([F:36])([F:35])[F:31])[C:26]([O:28][CH2:29][CH3:30])=[O:27])[CH:7]=[C:8]([C:15]2[CH:16]=[CH:17][C:18]([C:21]([F:24])([F:22])[F:23])=[CH:19][CH:20]=2)[C:9]=1[O:10][CH2:11][CH:12]1[CH2:13][CH2:14]1, predict the reactants needed to synthesize it. The reactants are: [H-].[Na+].[Cl:3][C:4]1[CH:5]=[C:6]([CH2:25][C:26]([O:28][CH2:29][CH3:30])=[O:27])[CH:7]=[C:8]([C:15]2[CH:20]=[CH:19][C:18]([C:21]([F:24])([F:23])[F:22])=[CH:17][CH:16]=2)[C:9]=1[O:10][CH2:11][CH:12]1[CH2:14][CH2:13]1.[F:31][C:32]([F:36])([F:35])[CH2:33]I.Cl. (6) Given the product [C:9]1([C:15]2[CH:17]=[N:8][C:1]3[C:2](=[CH:3][CH:4]=[CH:5][CH:6]=3)[N:7]=2)[CH:14]=[CH:13][CH:12]=[CH:11][CH:10]=1, predict the reactants needed to synthesize it. The reactants are: [C:1]1([NH2:8])[CH:6]=[CH:5][CH:4]=[CH:3][C:2]=1[NH2:7].[C:9]1([C:15]([CH:17]=O)=O)[CH:14]=[CH:13][CH:12]=[CH:11][CH:10]=1.